Dataset: Full USPTO retrosynthesis dataset with 1.9M reactions from patents (1976-2016). Task: Predict the reactants needed to synthesize the given product. The reactants are: [CH3:1][O:2][C:3]1[CH:4]=[C:5]([C:14]([O:16][CH3:17])=[O:15])[CH:6]=[C:7]2[C:12]=1[NH:11][CH:10]=[CH:9][C:8]2=O.P(Br)(Br)[Br:19]. Given the product [Br:19][C:8]1[C:7]2[C:12](=[C:3]([O:2][CH3:1])[CH:4]=[C:5]([C:14]([O:16][CH3:17])=[O:15])[CH:6]=2)[N:11]=[CH:10][CH:9]=1, predict the reactants needed to synthesize it.